This data is from Experimentally validated miRNA-target interactions with 360,000+ pairs, plus equal number of negative samples. The task is: Binary Classification. Given a miRNA mature sequence and a target amino acid sequence, predict their likelihood of interaction. (1) The miRNA is hsa-miR-190a-5p with sequence UGAUAUGUUUGAUAUAUUAGGU. The protein sequence of the target gene is MASGILVNVKEEVTCPICLELLTQPLSLDCGHSFCQACLTANHKKSMLDKGESSCPVCRISYQPENIRPNRHVANIVEKLREVKLSPEGQKVDHCARHGEKLLLFCQEDGKVICWLCERSQEHRGHHTFLTEEVAREYQVKLQAALEMLRQKQQEAEELEADIREEKASWKTQIQYDKTNVLADFEQLRDILDWEESNELQNLEKEEEDILKSLTNSETEMVQQTQSLRELISDLEHRLQGSVMELLQGVDGVIKRTENVTLKKPETFPKNQRRVFRAPDLKGMLEVFRELTDVRRYWVD.... Result: 1 (interaction). (2) The miRNA is hsa-miR-548ai with sequence AAAGGUAAUUGCAGUUUUUCCC. The protein sequence of the target gene is MKDRTQELRSAKDSDDEEEVVHVDRDHFMDEFFEQVEEIRGCIEKLSEDVEQVKKQHSAILAAPNPDEKTKQELEDLTADIKKTANKVRSKLKAIEQSIEQEEGLNRSSADLRIRKTQHSTLSRKFVEVMTEYNATQSKYRDRCKDRIQRQLEITGRTTTNEELEDMLESGKLAIFTDDIKMDSQMTKQALNEIETRHNEIIKLETSIRELHDMFVDMAMLVESQGEMIDRIEYNVEHSVDYVERAVSDTKKAVKYQSKARRKKIMIIICCVVLGVVLASSIGGTLGL. Result: 0 (no interaction).